Dataset: Reaction yield outcomes from USPTO patents with 853,638 reactions. Task: Predict the reaction yield, written as a fraction of the theoretical maximum amount of product (1.0 means a 100% yield; for example, 0.34 means a 34% yield). (1) The reactants are [C:1]([O:5][C:6]([NH:8][C@H:9]([CH2:16]OS(C1C=CC(C)=CC=1)(=O)=O)[CH2:10][CH2:11][C:12]([O:14][CH3:15])=[O:13])=[O:7])([CH3:4])([CH3:3])[CH3:2].[N-:28]=[N+:29]=[N-:30].[Na+]. The catalyst is CN(C=O)C. The product is [N:28]([CH2:16][C@@H:9]([NH:8][C:6]([O:5][C:1]([CH3:4])([CH3:3])[CH3:2])=[O:7])[CH2:10][CH2:11][C:12]([O:14][CH3:15])=[O:13])=[N+:29]=[N-:30]. The yield is 0.800. (2) The reactants are [C:1]1([CH2:7][S:8](Cl)(=[O:10])=[O:9])[CH:6]=[CH:5][CH:4]=[CH:3][CH:2]=1.[CH3:12][O:13][CH2:14][CH2:15][NH2:16]. The catalyst is C1COCC1. The product is [CH3:12][O:13][CH2:14][CH2:15][NH:16][S:8]([CH2:7][C:1]1[CH:6]=[CH:5][CH:4]=[CH:3][CH:2]=1)(=[O:10])=[O:9]. The yield is 0.940.